Dataset: Catalyst prediction with 721,799 reactions and 888 catalyst types from USPTO. Task: Predict which catalyst facilitates the given reaction. Reactant: [Cl:1][C:2]1[CH:7]=[CH:6][C:5]([C:8]2([C:14]3[CH:19]=[CH:18][C:17](I)=[CH:16][CH:15]=3)[CH2:13][CH2:12][NH:11][CH2:10][CH2:9]2)=[CH:4][CH:3]=1.[Cu][C:22]#[N:23]. Product: [Cl:1][C:2]1[CH:7]=[CH:6][C:5]([C:8]2([C:14]3[CH:19]=[CH:18][C:17]([C:22]#[N:23])=[CH:16][CH:15]=3)[CH2:13][CH2:12][NH:11][CH2:10][CH2:9]2)=[CH:4][CH:3]=1. The catalyst class is: 39.